Dataset: Catalyst prediction with 721,799 reactions and 888 catalyst types from USPTO. Task: Predict which catalyst facilitates the given reaction. (1) Reactant: [S:1](=[O:38])(=[O:37])([O:3][CH2:4][C@H:5]1[CH2:9][C@@H:8]([NH:10][C:11]2[C:16]([C:17]([C:19]3[S:20][C:21]([CH3:35])=[C:22]([C@H:24]4[C:33]5[C:28](=[CH:29][CH:30]=[C:31]([Cl:34])[CH:32]=5)[CH2:27][CH2:26][NH:25]4)[CH:23]=3)=[O:18])=[CH:15][N:14]=[CH:13][N:12]=2)[CH2:7][C@@H:6]1[OH:36])[NH2:2]. Product: [S:1](=[O:37])(=[O:38])([O:3][CH2:4][C@H:5]1[CH2:9][C@@H:8]([NH:10][C:11]2[C:16]([C:17]([C:19]3[S:20][C:21]([CH3:35])=[C:22]([C:24]4[C:33]5[C:28](=[CH:29][CH:30]=[C:31]([Cl:34])[CH:32]=5)[CH2:27][CH2:26][N:25]=4)[CH:23]=3)=[O:18])=[CH:15][N:14]=[CH:13][N:12]=2)[CH2:7][C@@H:6]1[OH:36])[NH2:2]. The catalyst class is: 16. (2) Reactant: [NH2:1][CH:2]([CH:5]1[CH2:10][CH2:9][O:8][CH2:7][CH2:6]1)[CH2:3][OH:4].C([O-])([O-])=O.[K+].[K+].[Br:17][C:18]1[CH:19]=[C:20]([CH:25]=[CH:26][C:27]=1[CH2:28]Br)[C:21]([O:23][CH3:24])=[O:22]. Product: [Br:17][C:18]1[CH:19]=[C:20]([CH:25]=[CH:26][C:27]=1[CH2:28][NH:1][CH:2]([CH:5]1[CH2:10][CH2:9][O:8][CH2:7][CH2:6]1)[CH2:3][OH:4])[C:21]([O:23][CH3:24])=[O:22]. The catalyst class is: 23. (3) Reactant: [Br:1][C:2]1[CH:6]=[C:5]([N:7]2[CH2:11][CH2:10][CH2:9][C@@H:8]2[CH2:12]O)[N:4]([CH3:14])[N:3]=1.[CH2:15]([N:17](CC)[CH2:18][CH3:19])[CH3:16].CS(Cl)(=O)=O. Product: [Br:1][C:2]1[CH:6]=[C:5]([N:7]2[CH2:11][CH2:10][CH2:9][C@@H:8]2[CH2:12][N:17]2[CH2:18][CH2:19][CH2:16][CH2:15]2)[N:4]([CH3:14])[N:3]=1. The catalyst class is: 7. (4) Reactant: [CH3:1][C:2]1[CH:7]=[C:6]([CH3:8])[CH:5]=[CH:4][C:3]=1[N:9]1[CH:13]=[CH:12][N:11]=[CH:10]1.[Br:14][CH2:15][CH2:16]C. Product: [Br-:14].[CH2:15]([N:11]1[CH:12]=[CH:13][N+:9]([C:3]2[CH:4]=[CH:5][C:6]([CH3:8])=[CH:7][C:2]=2[CH3:1])=[CH:10]1)[CH3:16]. The catalyst class is: 1.